Dataset: hERG potassium channel inhibition data for cardiac toxicity prediction from Karim et al.. Task: Regression/Classification. Given a drug SMILES string, predict its toxicity properties. Task type varies by dataset: regression for continuous values (e.g., LD50, hERG inhibition percentage) or binary classification for toxic/non-toxic outcomes (e.g., AMES mutagenicity, cardiotoxicity, hepatotoxicity). Dataset: herg_karim. (1) The molecule is CCCCCCCCC(=O)NCc1ccc(CC(O)CO)c(OC)c1. The result is 1 (blocker). (2) The drug is CC[C@@H](C)[C@H](C(=O)O)N1CC(CN2CCC(c3cc(Cc4ccc(OC(C)(C)C)cc4)nn3CC)CC2)[C@@H](c2cccc(F)c2)C1. The result is 1 (blocker). (3) The drug is COC[C@@](C)(N)c1nc(-c2ccc(OC(F)(F)F)cc2)c[nH]1. The result is 1 (blocker).